Dataset: Full USPTO retrosynthesis dataset with 1.9M reactions from patents (1976-2016). Task: Predict the reactants needed to synthesize the given product. Given the product [NH2:20][C:21]1[C:26]([C:27](=[O:32])[C:28]([F:30])([F:31])[F:29])=[CH:25][CH:24]=[C:23]([NH:33][CH:34]2[CH2:39][CH2:38][CH2:37][N:36]([C:2]3[C:7]4=[N:8][N:9]=[CH:10][N:6]4[N:5]=[C:4]([C:11]4[CH:16]=[CH:15][C:14]([Cl:17])=[CH:13][C:12]=4[Cl:18])[N:3]=3)[CH2:35]2)[N:22]=1, predict the reactants needed to synthesize it. The reactants are: Cl[C:2]1[C:7]2=[N:8][N:9]=[CH:10][N:6]2[N:5]=[C:4]([C:11]2[CH:16]=[CH:15][C:14]([Cl:17])=[CH:13][C:12]=2[Cl:18])[N:3]=1.Cl.[NH2:20][C:21]1[C:26]([C:27](=[O:32])[C:28]([F:31])([F:30])[F:29])=[CH:25][CH:24]=[C:23]([NH:33][CH:34]2[CH2:39][CH2:38][CH2:37][NH:36][CH2:35]2)[N:22]=1.C(N(CC)C(C)C)(C)C.